From a dataset of Reaction yield outcomes from USPTO patents with 853,638 reactions. Predict the reaction yield, written as a fraction of the theoretical maximum amount of product (1.0 means a 100% yield; for example, 0.34 means a 34% yield). (1) The reactants are C1C=CC2N(O)N=NC=2C=1.CCN=C=NCCCN(C)C.Cl.[C:23]1([C:30]2[CH:35]=[CH:34][CH:33]=[CH:32][CH:31]=2)[CH:28]=[CH:27][C:26]([NH2:29])=[CH:25][CH:24]=1.[CH3:36][O:37][C:38](=[O:44])[CH:39]([CH3:43])[C:40](O)=[O:41]. The catalyst is CN(C1C=CN=CC=1)C.CN(C=O)C.O. The product is [CH3:36][O:37][C:38](=[O:44])[CH:39]([CH3:43])[C:40]([NH:29][C:26]1[CH:25]=[CH:24][C:23]([C:30]2[CH:35]=[CH:34][CH:33]=[CH:32][CH:31]=2)=[CH:28][CH:27]=1)=[O:41]. The yield is 0.770. (2) The reactants are [CH:1]([N:4]1[C:8]([C:9](=[O:11])[CH3:10])=[N:7][CH:6]=[N:5]1)([CH3:3])[CH3:2].[Br-:12].[Br-].[Br-].C1([N+](C)(C)C)C=CC=CC=1.C1([N+](C)(C)C)C=CC=CC=1.C1([N+](C)(C)C)C=CC=CC=1.C(OCC)(=O)C. The catalyst is C(O)(=O)C.C1COCC1.C1CCCCC1. The product is [Br:12][CH2:10][C:9]([C:8]1[N:4]([CH:1]([CH3:3])[CH3:2])[N:5]=[CH:6][N:7]=1)=[O:11]. The yield is 0.360. (3) The reactants are Br[C:2](Br)=[CH:3][C:4]1[CH:9]=[CH:8][C:7]([O:10][CH3:11])=[C:6]([O:12][CH3:13])[CH:5]=1.[Li]CCCC. No catalyst specified. The product is [CH3:13][O:12][C:6]1[CH:5]=[C:4]([C:3]#[CH:2])[CH:9]=[CH:8][C:7]=1[O:10][CH3:11]. The yield is 0.850. (4) The reactants are [C:1]([C:5]1[CH:12]=[CH:11][C:8]([CH:9]=O)=[CH:7][CH:6]=1)([CH3:4])([CH3:3])[CH3:2].[Cl:13][C:14]1[CH:21]=[CH:20][C:17]([CH2:18][NH2:19])=[CH:16][CH:15]=1.C(O)(=O)C.C([BH3-])#N.[Na+]. The catalyst is CO.O. The product is [C:1]([C:5]1[CH:12]=[CH:11][C:8]([CH2:9][NH:19][CH2:18][C:17]2[CH:20]=[CH:21][C:14]([Cl:13])=[CH:15][CH:16]=2)=[CH:7][CH:6]=1)([CH3:4])([CH3:3])[CH3:2]. The yield is 0.750. (5) The reactants are Br[C:2]1[CH:11]=[C:10]2[C:5]([CH:6]=[C:7]([NH:12][C:13]([CH:15]3[CH2:17][CH2:16]3)=[O:14])[N:8]=[CH:9]2)=[CH:4][CH:3]=1.N1[C:31]2[C:22](=[CH:23][CH:24]=[C:25]3[C:30]=2N=CC=C3)C=CC=1.C(=O)([O-])[O-:33].[Cs+].[Cs+]. The catalyst is [Cu]I.C1(O)CCCCC1. The product is [CH:22]1([O:33][C:2]2[CH:11]=[C:10]3[C:5]([CH:6]=[C:7]([NH:12][C:13]([CH:15]4[CH2:17][CH2:16]4)=[O:14])[N:8]=[CH:9]3)=[CH:4][CH:3]=2)[CH2:31][CH2:30][CH2:25][CH2:24][CH2:23]1. The yield is 0.229. (6) The reactants are Br[C:2]1[C:3]2[CH:12]=[C:11]([CH3:13])[O:10][C:4]=2[C:5](=[O:9])[N:6]([CH3:8])[CH:7]=1.[F:14][C:15]1[CH:42]=[C:41]([F:43])[CH:40]=[CH:39][C:16]=1[O:17][C:18]1[CH:23]=[CH:22][C:21]([NH:24][S:25]([CH2:28][CH3:29])(=[O:27])=[O:26])=[CH:20][C:19]=1B1OC(C)(C)C(C)(C)O1.[O-]P([O-])([O-])=O.[K+].[K+].[K+]. The catalyst is O1CCOCC1.O.C1C=CC(P(C2C=CC=CC=2)[C-]2C=CC=C2)=CC=1.C1C=CC(P(C2C=CC=CC=2)[C-]2C=CC=C2)=CC=1.Cl[Pd]Cl.[Fe+2]. The product is [F:14][C:15]1[CH:42]=[C:41]([F:43])[CH:40]=[CH:39][C:16]=1[O:17][C:18]1[CH:19]=[CH:20][C:21]([NH:24][S:25]([CH2:28][CH3:29])(=[O:26])=[O:27])=[CH:22][C:23]=1[C:2]1[C:3]2[CH:12]=[C:11]([CH3:13])[O:10][C:4]=2[C:5](=[O:9])[N:6]([CH3:8])[CH:7]=1. The yield is 0.120. (7) The reactants are [OH:1]S(O)(=O)=O.[NH2:6][C:7]1[N:11]([CH2:12][CH2:13][C:14]2[CH:19]=[CH:18][CH:17]=[CH:16][CH:15]=2)[N:10]=[CH:9][C:8]=1[C:20]#N.[OH2:22]. No catalyst specified. The product is [NH2:6][C:7]1[N:11]([CH2:12][CH2:13][C:14]2[CH:19]=[CH:18][CH:17]=[CH:16][CH:15]=2)[N:10]=[CH:9][C:8]=1[C:20]([OH:1])=[O:22]. The yield is 0.470. (8) The reactants are [C:1](=O)([O-])[O-].[Cs+].[Cs+].[CH2:7]([C:9]1[CH:14]=[CH:13][C:12]([OH:15])=[C:11]([C:16]2[CH:20]=[CH:19][S:18][CH:17]=2)[CH:10]=1)[CH3:8].[CH3:21][O:22][C:23](=[O:42])[CH2:24][CH2:25][C:26]1[CH:31]=[CH:30][C:29]([O:32][CH2:33][CH2:34][C@@H:35]([O:37]S(C)(=O)=O)[CH3:36])=[CH:28][CH:27]=1.[CH3:43]OC(=O)CC. The catalyst is CN(C=O)C.CO. The product is [CH3:21][O:22][C:23](=[O:42])[CH2:24][CH2:25][C:26]1[CH:31]=[CH:30][C:29]([O:32][CH2:33][CH2:34][C@@H:35]([O:15][C:12]2[CH:13]=[CH:14][C:9]([CH2:7][CH3:8])=[CH:10][C:11]=2[C:16]2[CH:20]=[CH:19][S:18][CH:17]=2)[CH3:36])=[CH:28][C:27]=1[CH3:1].[CH2:7]([C:9]1[CH:14]=[CH:13][C:12]([O:37][C@@H:35]([CH3:36])[CH2:34][CH2:33][O:32][C:29]2[CH:28]=[CH:27][C:26]([CH2:25][CH2:24][C:23]([OH:22])=[O:42])=[C:31]([CH3:43])[CH:30]=2)=[C:11]([C:16]2[CH:20]=[CH:19][S:18][CH:17]=2)[CH:10]=1)[CH3:8]. The yield is 0.640. (9) The reactants are [CH3:1][C:2]([NH2:14])([C:4]1[CH:9]=[CH:8][CH:7]=[C:6]([C:10]([F:13])([F:12])[F:11])[N:5]=1)[CH3:3].[ClH:15]. The catalyst is CCOCC. The product is [ClH:15].[CH3:3][C:2]([NH2:14])([C:4]1[CH:9]=[CH:8][CH:7]=[C:6]([C:10]([F:12])([F:13])[F:11])[N:5]=1)[CH3:1]. The yield is 0.990.